From a dataset of Catalyst prediction with 721,799 reactions and 888 catalyst types from USPTO. Predict which catalyst facilitates the given reaction. (1) The catalyst class is: 135. Reactant: CO[C:3]1[CH:31]=[CH:30][C:6]2[C:7](=[O:29])/[C:8](=C/C3C4C(=CC=C(OCCN5CCOCC5)C=4)NN=3)/[O:9][C:5]=2[C:4]=1[CH2:32][N:33]1[CH2:38][CH2:37][N:36](C(OC(C)(C)C)=O)[CH2:35][CH2:34]1.Cl. Product: [N:33]1([CH2:32][C:4]2[C:5]3[O:9][CH2:8][C:7](=[O:29])[C:6]=3[CH:30]=[CH:31][CH:3]=2)[CH2:38][CH2:37][NH:36][CH2:35][CH2:34]1. (2) Reactant: [F:1][C:2]1[CH:7]=[C:6]([F:8])[C:5]([F:9])=[CH:4][C:3]=1[C:10]1[CH2:19][CH2:18][C:13]2([O:17][CH2:16][CH2:15][O:14]2)[CH2:12][CH:11]=1. Product: [F:1][C:2]1[CH:7]=[C:6]([F:8])[C:5]([F:9])=[CH:4][C:3]=1[CH:10]1[CH2:11][CH2:12][C:13]2([O:14][CH2:15][CH2:16][O:17]2)[CH2:18][CH2:19]1. The catalyst class is: 381. (3) Reactant: [CH3:1][O:2][C:3]([C:5]1[C:13]([NH:14][C:15]2[CH:20]=[CH:19][CH:18]=[CH:17][C:16]=2[Cl:21])=[C:12]([F:22])[C:8]2[N:9]=[CH:10][NH:11][C:7]=2[CH:6]=1)=[O:4].C1C(=O)N([Br:30])C(=O)C1. Product: [CH3:1][O:2][C:3]([C:5]1[C:13]([NH:14][C:15]2[CH:20]=[CH:19][C:18]([Br:30])=[CH:17][C:16]=2[Cl:21])=[C:12]([F:22])[C:8]2[N:9]=[CH:10][NH:11][C:7]=2[CH:6]=1)=[O:4]. The catalyst class is: 36. (4) Reactant: [F:1][C:2]([F:28])([F:27])[O:3][C:4]1[CH:5]=[C:6]([C:10]2[N:14]3[N:15]=[C:16]([NH:19][C@H:20]4[CH2:25][CH2:24][C@H:23]([NH2:26])[CH2:22][CH2:21]4)[CH:17]=[CH:18][C:13]3=[N:12][CH:11]=2)[CH:7]=[CH:8][CH:9]=1.CCN(C(C)C)C(C)C.[CH3:38][S:39](Cl)(=[O:41])=[O:40]. Product: [F:28][C:2]([F:1])([F:27])[O:3][C:4]1[CH:5]=[C:6]([C:10]2[N:14]3[N:15]=[C:16]([NH:19][C@H:20]4[CH2:21][CH2:22][C@H:23]([NH:26][S:39]([CH3:38])(=[O:41])=[O:40])[CH2:24][CH2:25]4)[CH:17]=[CH:18][C:13]3=[N:12][CH:11]=2)[CH:7]=[CH:8][CH:9]=1. The catalyst class is: 16.